This data is from Reaction yield outcomes from USPTO patents with 853,638 reactions. The task is: Predict the reaction yield, written as a fraction of the theoretical maximum amount of product (1.0 means a 100% yield; for example, 0.34 means a 34% yield). (1) The catalyst is ClCCl.[Cl-].[Na+].O. The yield is 0.910. The product is [Cl:1][C:2]1[CH:7]=[C:6]([Cl:8])[N:5]=[C:4]([S:23]([CH3:12])(=[O:26])=[O:22])[N:3]=1. The reactants are [Cl:1][C:2]1[CH:7]=[C:6]([Cl:8])[N:5]=[C:4](SC)[N:3]=1.Cl[C:12]1C=CC=C(C(OO)=O)C=1.[O-:22][S:23]([O-:26])(=S)=O.[Na+].[Na+].C([O-])(O)=O.[Na+].C(=O)(O)[O-].[Na+]. (2) The reactants are [CH3:1][C@H:2]1[CH2:7][NH:6][CH2:5][C@@H:4]([CH3:8])[NH:3]1.[CH2:9](Br)[C:10]1[CH:15]=[CH:14][CH:13]=[CH:12][CH:11]=1. The catalyst is CN(C=O)C. The product is [CH2:9]([N:6]1[CH2:5][C@H:4]([CH3:8])[NH:3][C@H:2]([CH3:1])[CH2:7]1)[C:10]1[CH:15]=[CH:14][CH:13]=[CH:12][CH:11]=1. The yield is 0.680.